From a dataset of Aqueous solubility values for 9,982 compounds from the AqSolDB database. Regression/Classification. Given a drug SMILES string, predict its absorption, distribution, metabolism, or excretion properties. Task type varies by dataset: regression for continuous measurements (e.g., permeability, clearance, half-life) or binary classification for categorical outcomes (e.g., BBB penetration, CYP inhibition). For this dataset (solubility_aqsoldb), we predict Y. (1) The drug is O=C(O)CCCc1ccccc1. The Y is -1.78 log mol/L. (2) The molecule is Nc1ccc2cccc(S(=O)(=O)O)c2c1. The Y is -2.54 log mol/L. (3) The molecule is Cc1c2ccccc2cc2c1ccc1ccccc12. The Y is -7.34 log mol/L. (4) The compound is CCC(CC)(C(=O)NC(N)=O)C(=O)OCC(=O)OC. The Y is -2.01 log mol/L. (5) The drug is NC(CSCCCCSCC(N)C(=O)O)C(=O)O. The Y is -3.62 log mol/L. (6) The Y is -4.59 log mol/L. The drug is Clc1ccccc1-c1ccccc1. (7) The compound is CCCN. The Y is 1.23 log mol/L. (8) The molecule is Clc1ccc(-c2cccc(Cl)c2Cl)cc1. The Y is -6.29 log mol/L. (9) The Y is -1.32 log mol/L. The compound is NC(=O)SCC(=O)Nc1ccccc1.